Dataset: Full USPTO retrosynthesis dataset with 1.9M reactions from patents (1976-2016). Task: Predict the reactants needed to synthesize the given product. Given the product [CH3:44][CH:41]([CH3:42])[CH2:14][C:13]#[C:12][CH2:17][CH2:16][N:5]1[C:1](=[O:11])[C:2]2[C:3](=[CH:7][CH:8]=[CH:9][CH:10]=2)[C:4]1=[O:6], predict the reactants needed to synthesize it. The reactants are: [C:1]1(=[O:11])[NH:5][C:4](=[O:6])[C:3]2=[CH:7][CH:8]=[CH:9][CH:10]=[C:2]12.[C:12]1(P([C:12]2[CH:17]=[CH:16]C=[CH:14][CH:13]=2)[C:12]2[CH:17]=[CH:16]C=[CH:14][CH:13]=2)[CH:17]=[CH:16]C=[CH:14][CH:13]=1.N(C(O[CH2:41][CH3:42])=O)=NC(OCC)=O.O1CCC[CH2:44]1.